This data is from Catalyst prediction with 721,799 reactions and 888 catalyst types from USPTO. The task is: Predict which catalyst facilitates the given reaction. (1) Reactant: [CH3:1][C:2]1[CH:7]=[C:6]([CH3:8])[CH:5]=[CH:4][C:3]=1[N:9]([CH2:23][CH:24]([CH3:26])[CH3:25])[S:10]([C:13]1[CH:14]=[C:15]([CH:20]=[CH:21][CH:22]=1)[C:16](OC)=[O:17])(=[O:12])=[O:11].[BH4-].[Li+]. Product: [CH3:1][C:2]1[CH:7]=[C:6]([CH3:8])[CH:5]=[CH:4][C:3]=1[N:9]([CH2:23][CH:24]([CH3:26])[CH3:25])[S:10]([C:13]1[CH:22]=[CH:21][CH:20]=[C:15]([CH2:16][OH:17])[CH:14]=1)(=[O:11])=[O:12]. The catalyst class is: 7. (2) Reactant: [OH-].[Na+].[CH2:3]([O:10][C:11]1[CH:20]=[CH:19][C:18]([C:21]2[O:25][CH:24]=[N:23][CH:22]=2)=[CH:17][C:12]=1[C:13]([O:15]C)=[O:14])[C:4]1[CH:9]=[CH:8][CH:7]=[CH:6][CH:5]=1. Product: [CH2:3]([O:10][C:11]1[CH:20]=[CH:19][C:18]([C:21]2[O:25][CH:24]=[N:23][CH:22]=2)=[CH:17][C:12]=1[C:13]([OH:15])=[O:14])[C:4]1[CH:5]=[CH:6][CH:7]=[CH:8][CH:9]=1. The catalyst class is: 12. (3) Product: [CH:33]([NH:30][C:4]1[N:3]=[C:2]([Cl:1])[N:10]=[C:9]2[C:5]=1[N:6]=[CH:7][N:8]2[CH:11]([CH3:13])[CH3:12])([C:22]1[CH:23]=[CH:24][CH:25]=[CH:26][CH:27]=1)[C:34]1[CH:26]=[CH:27][CH:22]=[CH:23][CH:24]=1. The catalyst class is: 114. Reactant: [Cl:1][C:2]1[N:10]=[C:9]2[C:5]([N:6]=[CH:7][N:8]2[CH:11]([CH3:13])[CH3:12])=[C:4](Cl)[N:3]=1.[C:22]1(N[C:22]2[CH:27]=[CH:26][CH:25]=[CH:24][CH:23]=2)[CH:27]=[CH:26][CH:25]=[CH:24][CH:23]=1.CC[N:30]([CH2:33][CH3:34])CC. (4) Reactant: [Cl:1][C:2]1[CH:7]=[C:6]([Cl:8])[CH:5]=[CH:4][C:3]=1[OH:9].[CH3:10][NH:11][CH3:12].[CH2:13]=O. Product: [Cl:1][C:2]1[CH:7]=[C:6]([Cl:8])[CH:5]=[C:4]([CH2:10][N:11]([CH3:13])[CH3:12])[C:3]=1[OH:9]. The catalyst class is: 40. (5) Reactant: [CH3:1][O:2][C:3]1[CH:4]=[C:5]([CH:23]2[CH2:28][CH2:27][N:26]([C:29]([O:31][C:32]([CH3:35])([CH3:34])[CH3:33])=[O:30])[CH2:25][CH2:24]2)[CH:6]=[CH:7][C:8]=1[NH:9][C:10]1[C:15]2[C:16](=[O:20])[NH:17][N:18]=[CH:19][C:14]=2[N:13]=[C:12]([CH:21]=[CH2:22])[CH:11]=1.C(O)(=O)C.[NH:40]1[CH2:45][CH2:44][O:43][CH2:42][CH2:41]1. Product: [CH3:1][O:2][C:3]1[CH:4]=[C:5]([CH:23]2[CH2:28][CH2:27][N:26]([C:29]([O:31][C:32]([CH3:35])([CH3:34])[CH3:33])=[O:30])[CH2:25][CH2:24]2)[CH:6]=[CH:7][C:8]=1[NH:9][C:10]1[C:15]2[C:16](=[O:20])[NH:17][N:18]=[CH:19][C:14]=2[N:13]=[C:12]([CH2:21][CH2:22][N:40]2[CH2:45][CH2:44][O:43][CH2:42][CH2:41]2)[CH:11]=1. The catalyst class is: 5. (6) Reactant: [F:1][C:2]1[CH:7]=[C:6]([S:8]([CH3:11])(=[O:10])=[O:9])[CH:5]=[CH:4][C:3]=1[NH:12][C@H:13]1[CH2:17][CH2:16][N:15]([CH:18]2[CH2:23][CH2:22][N:21]([C:24]3[N:28]=[C:27](C(Cl)(Cl)Cl)[O:26][N:25]=3)[CH2:20][CH2:19]2)[C:14]1=[O:33].[NH:34]1[CH2:38][CH2:37][CH2:36][CH2:35]1. The catalyst class is: 14. Product: [F:1][C:2]1[CH:7]=[C:6]([S:8]([CH3:11])(=[O:10])=[O:9])[CH:5]=[CH:4][C:3]=1[NH:12][C@H:13]1[CH2:17][CH2:16][N:15]([CH:18]2[CH2:23][CH2:22][N:21]([C:24]3[N:28]=[C:27]([N:34]4[CH2:38][CH2:37][CH2:36][CH2:35]4)[O:26][N:25]=3)[CH2:20][CH2:19]2)[C:14]1=[O:33]. (7) Reactant: [NH:1]1[C:10]2[C:5](=[CH:6][CH:7]=[CH:8][CH:9]=2)[CH2:4][CH2:3][CH:2]1[CH2:11][NH:12][C:13]([NH:15][C:16]1[CH:24]=[CH:23][CH:22]=[C:21]2[C:17]=1[CH:18]=[N:19][N:20]2[C:25]([O:27][CH3:28])=[O:26])=[O:14].[CH2:29](Br)[C:30]1[CH:35]=[CH:34][CH:33]=[CH:32][CH:31]=1.C(=O)([O-])[O-].[K+].[K+]. Product: [CH2:29]([N:1]1[C:10]2[C:5](=[CH:6][CH:7]=[CH:8][CH:9]=2)[CH2:4][CH2:3][CH:2]1[CH2:11][NH:12][C:13]([NH:15][C:16]1[CH:24]=[CH:23][CH:22]=[C:21]2[C:17]=1[CH:18]=[N:19][N:20]2[C:25]([O:27][CH3:28])=[O:26])=[O:14])[C:30]1[CH:35]=[CH:34][CH:33]=[CH:32][CH:31]=1. The catalyst class is: 54.